Dataset: Catalyst prediction with 721,799 reactions and 888 catalyst types from USPTO. Task: Predict which catalyst facilitates the given reaction. (1) Reactant: [NH2:1][C:2]1[CH:3]=[C:4]([CH:8]=[CH:9][CH:10]=1)[C:5]([OH:7])=[O:6].[N:11]([O-])=O.[Na+].O.O.[Cl:17][Sn]Cl. Product: [ClH:17].[NH:1]([C:2]1[CH:3]=[C:4]([CH:8]=[CH:9][CH:10]=1)[C:5]([OH:7])=[O:6])[NH2:11]. The catalyst class is: 33. (2) Reactant: [NH2:1][C:2]1[CH:3]=[CH:4][C:5]([CH3:24])=[C:6]([C:8]2[CH:17]=[C:16]3[C:11]([CH:12]=[C:13]([NH:18][C:19]([CH:21]4[CH2:23][CH2:22]4)=[O:20])[N:14]=[CH:15]3)=[CH:10][CH:9]=2)[CH:7]=1.N1C=CC=CC=1.[Br:31][CH:32]([C:34]1[CH:42]=[CH:41][C:37]([C:38](Cl)=[O:39])=[CH:36][CH:35]=1)[CH3:33]. The catalyst class is: 4. Product: [Br:31][CH:32]([C:34]1[CH:42]=[CH:41][C:37]([C:38]([NH:1][C:2]2[CH:3]=[CH:4][C:5]([CH3:24])=[C:6]([C:8]3[CH:17]=[C:16]4[C:11]([CH:12]=[C:13]([NH:18][C:19]([CH:21]5[CH2:22][CH2:23]5)=[O:20])[N:14]=[CH:15]4)=[CH:10][CH:9]=3)[CH:7]=2)=[O:39])=[CH:36][CH:35]=1)[CH3:33]. (3) Reactant: Cl.[N:2]12[CH2:9][CH2:8][CH:5]([CH2:6][CH2:7]1)[CH:4]([CH2:10][C:11]([OH:13])=O)[CH2:3]2.S(Cl)([Cl:16])=O.C(N(CC)CC)C.[N+:25]([C:28]1[CH:29]=[CH:30][CH:31]=[C:32]2[C:37]=1[CH:36]=[C:35]([NH2:38])[CH:34]=[CH:33]2)([O-:27])=[O:26].Cl. Product: [ClH:16].[N:2]12[CH2:7][CH2:6][CH:5]([CH2:8][CH2:9]1)[CH:4]([CH2:10][C:11]([NH:38][C:35]1[CH:34]=[CH:33][C:32]3[C:37](=[C:28]([N+:25]([O-:27])=[O:26])[CH:29]=[CH:30][CH:31]=3)[CH:36]=1)=[O:13])[CH2:3]2. The catalyst class is: 239. (4) Reactant: Cl[C:2]1[N:7]=[CH:6][N:5]=[C:4]([O:8][C:9]2[CH:14]=[CH:13][C:12]([NH:15][C:16]([NH:18][C:19]3[CH:24]=[C:23]([C:25]([F:28])([F:27])[F:26])[CH:22]=[C:21]([CH2:29][N:30]4[CH2:33][CH2:32][CH2:31]4)[CH:20]=3)=[O:17])=[CH:11][CH:10]=2)[CH:3]=1.[N-:34]=[N+:35]=[N-:36].[Na+].O. Product: [N:34]([C:2]1[N:7]=[CH:6][N:5]=[C:4]([O:8][C:9]2[CH:14]=[CH:13][C:12]([NH:15][C:16]([NH:18][C:19]3[CH:24]=[C:23]([C:25]([F:28])([F:27])[F:26])[CH:22]=[C:21]([CH2:29][N:30]4[CH2:33][CH2:32][CH2:31]4)[CH:20]=3)=[O:17])=[CH:11][CH:10]=2)[CH:3]=1)=[N+:35]=[N-:36]. The catalyst class is: 3. (5) Reactant: [OH2:1].[OH2:2].O.O.O.O.C(O[O-])(=O)C1C(=CC=CC=1)C([O-])=O.[Mg+2].[CH3:21][C:22]([O:25][C:26]([N:28]1[CH2:34][C:33]([S:38][C:39]2[CH:44]=[CH:43][C:42]([Br:45])=[CH:41][CH:40]=2)([N:35]([CH3:37])[CH3:36])[C:32]2[CH:46]=[CH:47][CH:48]=[CH:49][C:31]=2[CH2:30][CH2:29]1)=[O:27])([CH3:24])[CH3:23]. Product: [CH3:24][C:22]([O:25][C:26]([N:28]1[CH2:34][C:33]([S:38]([C:39]2[CH:40]=[CH:41][C:42]([Br:45])=[CH:43][CH:44]=2)(=[O:2])=[O:1])([N:35]([CH3:36])[CH3:37])[C:32]2[CH:46]=[CH:47][CH:48]=[CH:49][C:31]=2[CH2:30][CH2:29]1)=[O:27])([CH3:21])[CH3:23]. The catalyst class is: 98. (6) Reactant: [C:1](Cl)(=[O:5])[CH:2]([CH3:4])[CH3:3].[C:7]([Si:11]([C:24]1[CH:29]=[CH:28][CH:27]=[CH:26][CH:25]=1)([C:18]1[CH:23]=[CH:22][CH:21]=[CH:20][CH:19]=1)[O:12][CH2:13][CH:14]=[CH:15][CH2:16][OH:17])([CH3:10])([CH3:9])[CH3:8].C(N(C(C)C)CC)(C)C.CO. Product: [C:7]([Si:11]([C:18]1[CH:23]=[CH:22][CH:21]=[CH:20][CH:19]=1)([C:24]1[CH:29]=[CH:28][CH:27]=[CH:26][CH:25]=1)[O:12][CH2:13][CH:14]=[CH:15][CH2:16][O:17][C:1](=[O:5])[CH:2]([CH3:4])[CH3:3])([CH3:10])([CH3:8])[CH3:9]. The catalyst class is: 119. (7) Reactant: Cl[C:2]([N+]([O-])=O)=[CH:3][C:4]1[CH:9]=[CH:8][CH:7]=[CH:6][CH:5]=1.[OH:13][C:14]1[N:19]=[C:18]([S:20][CH3:21])[NH:17][C:16](=[O:22])[CH:15]=1.C1CCN2C(=NCCC2)CC1. Product: [CH3:21][S:20][C:18]1[NH:19][C:14](=[O:13])[C:15]2[C:3]([C:4]3[CH:9]=[CH:8][CH:7]=[CH:6][CH:5]=3)=[CH:2][O:22][C:16]=2[N:17]=1. The catalyst class is: 8.